Dataset: Forward reaction prediction with 1.9M reactions from USPTO patents (1976-2016). Task: Predict the product of the given reaction. (1) Given the reactants [F:1][C:2]([F:18])([F:17])[C:3]1[CH:8]=[CH:7][C:6]([NH:9][C@H:10]([CH2:15][CH3:16])[CH2:11][C:12]([NH2:14])=[O:13])=[CH:5][CH:4]=1.Cl[C:20]([O:22][CH3:23])=[O:21].CC(C)([O-])C.[Li+], predict the reaction product. The product is: [CH3:23][O:22][C:20](=[O:21])[NH:14][C:12](=[O:13])[CH2:11][C@H:10]([NH:9][C:6]1[CH:7]=[CH:8][C:3]([C:2]([F:17])([F:18])[F:1])=[CH:4][CH:5]=1)[CH2:15][CH3:16]. (2) The product is: [C:1]([C:3]1[CH:8]=[CH:7][C:6]([N:9]2[C:13]([C:14]3[C:15](=[O:33])[N:16]([CH3:32])[C:17](=[O:31])[N:18]([C:21]4[CH:26]=[CH:25][CH:24]=[C:23]([C:27]([F:30])([F:29])[F:28])[CH:22]=4)[C:19]=3[CH3:20])=[C:12]([S:34]([Cl:40])(=[O:37])=[O:35])[CH:11]=[N:10]2)=[CH:5][CH:4]=1)#[N:2]. Given the reactants [C:1]([C:3]1[CH:8]=[CH:7][C:6]([N:9]2[C:13]([C:14]3[C:15](=[O:33])[N:16]([CH3:32])[C:17](=[O:31])[N:18]([C:21]4[CH:26]=[CH:25][CH:24]=[C:23]([C:27]([F:30])([F:29])[F:28])[CH:22]=4)[C:19]=3[CH3:20])=[C:12]([S:34]([OH:37])(=O)=[O:35])[CH:11]=[N:10]2)=[CH:5][CH:4]=1)#[N:2].P(Cl)(Cl)([Cl:40])=O, predict the reaction product.